This data is from Reaction yield outcomes from USPTO patents with 853,638 reactions. The task is: Predict the reaction yield, written as a fraction of the theoretical maximum amount of product (1.0 means a 100% yield; for example, 0.34 means a 34% yield). (1) The reactants are [H-].[Na+].[F:3][C:4]1[C:9]([C:10]2[CH:15]=[CH:14][CH:13]=[C:12]([CH3:16])[CH:11]=2)=[C:8]([CH:17]([OH:31])[C@@H:18]2[CH2:23][CH2:22][CH2:21][N:20]([C:24]([O:26][C:27]([CH3:30])([CH3:29])[CH3:28])=[O:25])[CH2:19]2)[CH:7]=[CH:6][CH:5]=1.Br[CH2:33][C:34]([O:36][CH2:37][CH3:38])=[O:35].[NH4+].[Cl-]. The catalyst is C1COCC1. The product is [CH2:37]([O:36][C:34](=[O:35])[CH2:33][O:31][CH:17]([C:8]1[CH:7]=[CH:6][CH:5]=[C:4]([F:3])[C:9]=1[C:10]1[CH:15]=[CH:14][CH:13]=[C:12]([CH3:16])[CH:11]=1)[C@@H:18]1[CH2:23][CH2:22][CH2:21][N:20]([C:24]([O:26][C:27]([CH3:28])([CH3:30])[CH3:29])=[O:25])[CH2:19]1)[CH3:38]. The yield is 0.380. (2) The reactants are [C:1]([O:5][C:6](=[O:27])[NH:7][C:8]1[S:9][C:10]2[CH:16]=[C:15]([CH2:17]Br)[C:14]([F:19])=[C:13]([C:20]3[CH:25]=[CH:24][CH:23]=[C:22]([Cl:26])[CH:21]=3)[C:11]=2[N:12]=1)([CH3:4])([CH3:3])[CH3:2].C([Sn](CCCC)(CCCC)[C:33]1[CH:38]=[CH:37][C:36]([N+:39]([O-:41])=[O:40])=[CH:35][CH:34]=1)CCC. The catalyst is O1CCOCC1. The product is [C:1]([O:5][C:6](=[O:27])[NH:7][C:8]1[S:9][C:10]2[CH:16]=[C:15]([CH2:17][C:33]3[CH:38]=[CH:37][C:36]([N+:39]([O-:41])=[O:40])=[CH:35][CH:34]=3)[C:14]([F:19])=[C:13]([C:20]3[CH:25]=[CH:24][CH:23]=[C:22]([Cl:26])[CH:21]=3)[C:11]=2[N:12]=1)([CH3:4])([CH3:3])[CH3:2]. The yield is 0.640. (3) The reactants are [CH3:1][O:2][C:3]([C@H:5]1[N:9]2[C:10](=[O:33])[C:11]([CH2:31][NH2:32])=[C:12]([CH2:20][C:21]3[C:30]4[C:25](=[CH:26][CH:27]=[CH:28][CH:29]=4)[CH:24]=[CH:23][CH:22]=3)[C:13]([C:14]3[CH:19]=[CH:18]C=CC=3)=[C:8]2[S:7][CH2:6]1)=[O:4].COC([C@H]1N2C(=O)C(C#N)=C(CC3C4C(=CC=CC=4)C=CC=3)C(C3C=CC=CC=3)=C2SC1)=O.COC(C1N2C(=O)C(C#N)=C(CC3C4C(=CC=CC=4)C=CC=3)C(C3CC3)=C2SC1)=O. No catalyst specified. The product is [CH3:1][O:2][C:3]([C@H:5]1[N:9]2[C:10](=[O:33])[C:11]([CH2:31][NH2:32])=[C:12]([CH2:20][C:21]3[C:30]4[C:25](=[CH:26][CH:27]=[CH:28][CH:29]=4)[CH:24]=[CH:23][CH:22]=3)[C:13]([CH:14]3[CH2:18][CH2:19]3)=[C:8]2[S:7][CH2:6]1)=[O:4]. The yield is 0.730. (4) The reactants are [F:1][C:2]1[C:10]2[O:9][C:8]([CH2:11]O)=[CH:7][C:6]=2[CH:5]=[CH:4][CH:3]=1.[Br:13]C(Br)(Br)Br.C1(P(C2C=CC=CC=2)C2C=CC=CC=2)C=CC=CC=1. The catalyst is ClCCl. The product is [Br:13][CH2:11][C:8]1[O:9][C:10]2[C:2]([F:1])=[CH:3][CH:4]=[CH:5][C:6]=2[CH:7]=1. The yield is 0.970. (5) The reactants are [OH:1][C:2]1([C:15]([F:18])([F:17])[F:16])[CH2:7][CH2:6][N:5](C(OC(C)(C)C)=O)[CH2:4][CH2:3]1.FC(F)(F)C(O)=O. The catalyst is ClCCl. The product is [F:18][C:15]([F:16])([F:17])[C:2]1([OH:1])[CH2:3][CH2:4][NH:5][CH2:6][CH2:7]1. The yield is 1.00. (6) The reactants are [Cl:1][C:2]1[C:3]([F:9])=[C:4]([CH:6]=[CH:7][CH:8]=1)[NH2:5].C(O[C:13]([CH3:23])=[C:14]([N+:20]([O-:22])=[O:21])[C:15]([O:17][CH2:18][CH3:19])=[O:16])C. The catalyst is C(O)C.CCOC(C)=O. The product is [Cl:1][C:2]1[C:3]([F:9])=[C:4]([NH:5][C:13]([CH3:23])=[C:14]([N+:20]([O-:22])=[O:21])[C:15]([O:17][CH2:18][CH3:19])=[O:16])[CH:6]=[CH:7][CH:8]=1. The yield is 0.360. (7) The reactants are C1CCOCCOCOOCCOCCOCC1.[F-].[K+].C[N:22]1[C:30]2[C:25](=[CH:26][CH:27]=CC=2)C(=O)[C:23]1=[O:32].N1C=CC=CC=1.FC(F)(F)S(O[C:45]1[C:53]([Si](C)(C)C)=[CH:52][C:48]2[O:49][CH2:50][O:51][C:47]=2[CH:46]=1)(=O)=O. No catalyst specified. The product is [O:51]1[C:47]2[CH:46]=[CH:45][CH:53]=[C:52]([N:22]3[CH:30]=[CH:25][CH:26]=[CH:27][C:23]3=[O:32])[C:48]=2[O:49][CH2:50]1. The yield is 0.560.